Task: Predict the reactants needed to synthesize the given product.. Dataset: Full USPTO retrosynthesis dataset with 1.9M reactions from patents (1976-2016) (1) Given the product [NH2:14][C:15]1[S:30][C:18]2[N:19]([C:24]3[CH:25]=[CH:26][CH:27]=[CH:28][CH:29]=3)[C:20](=[O:23])[CH:21]=[CH:22][C:17]=2[C:16]=1[C:31](=[O:39])[C:32]1[CH:37]=[CH:36][CH:35]=[C:34]([CH3:38])[CH:33]=1, predict the reactants needed to synthesize it. The reactants are: FC(F)(F)C(O)=O.C(OC(=O)[NH:14][C:15]1[S:30][C:18]2[N:19]([C:24]3[CH:29]=[CH:28][CH:27]=[CH:26][CH:25]=3)[C:20](=[O:23])[CH:21]=[CH:22][C:17]=2[C:16]=1[C:31](=[O:39])[C:32]1[CH:37]=[CH:36][CH:35]=[C:34]([CH3:38])[CH:33]=1)(C)(C)C.C([O-])(O)=O.[Na+]. (2) Given the product [Cl:8][C:4]1[N:3]=[C:2]([N:20]2[CH2:19][CH2:18][CH:17]([NH:16][C:14](=[O:15])[O:13][C:10]([CH3:11])([CH3:9])[CH3:12])[CH2:22][CH2:21]2)[CH:7]=[N:6][CH:5]=1, predict the reactants needed to synthesize it. The reactants are: Cl[C:2]1[CH:7]=[N:6][CH:5]=[C:4]([Cl:8])[N:3]=1.[CH3:9][C:10]([O:13][C:14]([NH:16][CH:17]1[CH2:22][CH2:21][NH:20][CH2:19][CH2:18]1)=[O:15])([CH3:12])[CH3:11].C([O-])([O-])=O.[K+].[K+].C[Sn](C)(C)C1N=C(N2CCC(NC(=O)OC(C)(C)C)CC2)C=NC=1. (3) Given the product [CH3:6][O:7][C:8]1[CH:13]=[CH:12][C:11]([C:14]2[C:27]3[CH2:26][CH2:25][C:24]4[CH:28]=[CH:29][CH:30]=[CH:31][C:23]=4[C:22]=3[N:36]=[C:20]3[C:15]=2[CH2:16][CH2:17][C:18]2[CH:35]=[CH:34][CH:33]=[CH:32][C:19]=23)=[CH:10][CH:9]=1, predict the reactants needed to synthesize it. The reactants are: F[B-](F)(F)F.[CH3:6][O:7][C:8]1[CH:13]=[CH:12][C:11]([C:14]2[C:27]3[CH2:26][CH2:25][C:24]4[CH:28]=[CH:29][CH:30]=[CH:31][C:23]=4[C:22]=3[O+]=[C:20]3[C:15]=2[CH2:16][CH2:17][C:18]2[CH:35]=[CH:34][CH:33]=[CH:32][C:19]=23)=[CH:10][CH:9]=1.[NH3:36]. (4) Given the product [NH2:3][C:4]1[CH:9]=[C:8]([C:10]2[CH:15]=[CH:14][C:13]([CH2:16][OH:17])=[CH:12][CH:11]=2)[N:7]=[C:6]([C:18]([O:20][CH3:21])=[O:19])[C:5]=1[Cl:22], predict the reactants needed to synthesize it. The reactants are: [BH4-].[Na+].[NH2:3][C:4]1[CH:9]=[C:8]([C:10]2[CH:15]=[CH:14][C:13]([CH:16]=[O:17])=[CH:12][CH:11]=2)[N:7]=[C:6]([C:18]([O:20][CH3:21])=[O:19])[C:5]=1[Cl:22]. (5) Given the product [CH:46]([O:45][C:43](=[O:44])[C@@H:42]([N:41]=[P:39]([O:38][C:29]1[CH:30]=[CH:31][C:32]2[C:37](=[CH:36][CH:35]=[CH:34][CH:33]=2)[C:28]=1[O:17][CH2:16][C@:10]1([F:18])[C@@H:11]([OH:15])[C@:12]([F:14])([CH3:13])[C@H:8]([N:6]2[CH:7]=[C:2]([Br:1])[C:3](=[O:20])[NH:4][C:5]2=[O:19])[O:9]1)=[O:40])[CH3:49])([CH3:47])[CH3:48], predict the reactants needed to synthesize it. The reactants are: [Br:1][C:2]1[C:3](=[O:20])[NH:4][C:5](=[O:19])[N:6]([C@H:8]2[C@@:12]([F:14])([CH3:13])[C@H:11]([OH:15])[C@@:10]([F:18])([CH2:16][OH:17])[O:9]2)[CH:7]=1.C([Mg]Cl)(C)(C)C.Cl[C:28]1[C:37]2[C:32](=[CH:33][CH:34]=[CH:35][CH:36]=2)[CH:31]=[CH:30][C:29]=1[O:38][P:39](=[N:41][C@@H:42]([CH3:49])[C:43]([O:45][CH:46]([CH3:48])[CH3:47])=[O:44])=[O:40].CO.